This data is from Reaction yield outcomes from USPTO patents with 853,638 reactions. The task is: Predict the reaction yield, written as a fraction of the theoretical maximum amount of product (1.0 means a 100% yield; for example, 0.34 means a 34% yield). (1) The reactants are [C:1]1([C:7]#[C:8][C:9]2[CH:10]=[N:11][CH:12]=[C:13]([CH:17]=2)[C:14]([OH:16])=O)[CH:6]=[CH:5][CH:4]=[CH:3][CH:2]=1.C(N1C=CN=C1)(N1C=CN=C1)=O.[CH3:30][S@:31]([C:34]1[CH:39]=[CH:38][CH:37]=[CH:36][CH:35]=1)(=[NH:33])=[O:32]. The catalyst is C1COCC1. The product is [CH3:30][S:31](=[O:32])([C:34]1[CH:39]=[CH:38][CH:37]=[CH:36][CH:35]=1)=[N:33][C:14](=[O:16])[C:13]1[CH:17]=[C:9]([C:8]#[C:7][C:1]2[CH:2]=[CH:3][CH:4]=[CH:5][CH:6]=2)[CH:10]=[N:11][CH:12]=1. The yield is 0.550. (2) The reactants are [C:1]([C:3]1[CH:4]=[C:5]2[C:9](=[CH:10][CH:11]=1)[NH:8][C:7](=[O:12])[CH2:6]2)#[N:2].[Cl:13][C:14]1[CH:15]=[C:16]([CH:26]=[CH:27][N:28]=1)[C:17]([N:19]1[CH2:24][CH2:23][N:22]([CH3:25])[CH2:21][CH2:20]1)=[O:18]. No catalyst specified. The product is [ClH:13].[OH:12][C:7]1[NH:8][C:9]2[C:5]([C:6]=1[C:27]1[CH:26]=[C:16]([C:17]([N:19]3[CH2:20][CH2:21][N:22]([CH3:25])[CH2:23][CH2:24]3)=[O:18])[CH:15]=[CH:14][N:28]=1)=[CH:4][C:3]([C:1]#[N:2])=[CH:11][CH:10]=2. The yield is 0.0200. (3) The reactants are [O:1]=[C:2]1[C:10]2[C:5](=[CH:6][CH:7]=[CH:8][CH:9]=2)C(=O)[N:3]1[CH2:12][C:13]1[C:22]2[C:17](=[CH:18][CH:19]=[CH:20][CH:21]=2)[C:16]([CH:23]=O)=[CH:15][CH:14]=1.[C:25]([O-:28])([O-])=O.[K+].[K+].O1CCOC[CH2:32]1. The catalyst is [Br-].C[P+](C1C=CC=CC=1)(C1C=CC=CC=1)C1C=CC=CC=1. The product is [CH:23]([C:16]1[C:17]2[C:22](=[CH:21][CH:20]=[CH:19][CH:18]=2)[C:13]([CH2:12][N:3]2[C:2](=[O:1])[C:10]3[C:5](=[CH:6][CH:7]=[CH:8][CH:9]=3)[C:25]2=[O:28])=[CH:14][CH:15]=1)=[CH2:32]. The yield is 0.670. (4) The reactants are [Cl:1][C:2]1[N:11]=[CH:10][C:9]2[NH:8][CH2:7][CH:6]3[CH2:12][O:13][CH2:14][CH2:15][N:5]3[C:4]=2[N:3]=1.CC(C)([O-])C.[Na+].Br[CH2:23][C:24]1[CH:29]=[CH:28][C:27]([S:30]([CH3:33])(=[O:32])=[O:31])=[CH:26][C:25]=1[Cl:34]. The catalyst is CS(C)=O.C(OCC)(=O)C. The product is [Cl:1][C:2]1[N:11]=[CH:10][C:9]2[N:8]([CH2:23][C:24]3[CH:29]=[CH:28][C:27]([S:30]([CH3:33])(=[O:31])=[O:32])=[CH:26][C:25]=3[Cl:34])[CH2:7][CH:6]3[CH2:12][O:13][CH2:14][CH2:15][N:5]3[C:4]=2[N:3]=1. The yield is 0.370.